Dataset: Forward reaction prediction with 1.9M reactions from USPTO patents (1976-2016). Task: Predict the product of the given reaction. (1) The product is: [NH2:25][C@@H:22]([CH2:21][C:18]1[CH:17]=[CH:16][C:15]([Cl:14])=[CH:20][CH:19]=1)[CH2:23][NH:24][C:10]([NH:9][C:1](=[O:8])[C:2]1[CH:7]=[CH:6][CH:5]=[CH:4][CH:3]=1)=[S:11]. Given the reactants [C:1]([N:9]=[C:10]=[S:11])(=[O:8])[C:2]1[CH:7]=[CH:6][CH:5]=[CH:4][CH:3]=1.Cl.Cl.[Cl:14][C:15]1[CH:20]=[CH:19][C:18]([CH2:21][C@H:22]([NH2:25])[CH2:23][NH2:24])=[CH:17][CH:16]=1, predict the reaction product. (2) Given the reactants C(Cl)(=O)C(Cl)=O.[CH2:7]([O:9][C:10]1[N:15]=[C:14]([CH2:16][OH:17])[CH:13]=[CH:12][CH:11]=1)[CH3:8].CCN(CC)CC.O, predict the reaction product. The product is: [CH2:7]([O:9][C:10]1[N:15]=[C:14]([CH:16]=[O:17])[CH:13]=[CH:12][CH:11]=1)[CH3:8]. (3) Given the reactants [N:1]1[CH:6]=[CH:5][CH:4]=[CH:3][C:2]=1[C:7]1[N:8]=[C:9]([NH:15][C:16]2[N:21]=[CH:20][CH:19]=[CH:18][N:17]=2)[S:10][C:11]=1[C:12]([OH:14])=[O:13].[CH3:22]O, predict the reaction product. The product is: [N:1]1[CH:6]=[CH:5][CH:4]=[CH:3][C:2]=1[C:7]1[N:8]=[C:9]([NH:15][C:16]2[N:17]=[CH:18][CH:19]=[CH:20][N:21]=2)[S:10][C:11]=1[C:12]([O:14][CH3:22])=[O:13].